The task is: Predict which catalyst facilitates the given reaction.. This data is from Catalyst prediction with 721,799 reactions and 888 catalyst types from USPTO. Reactant: Br[CH2:2][C:3]1[CH:10]=[CH:9][C:6](C#N)=[CH:5][C:4]=1[N+:11]([O-:13])=[O:12].Cl.[CH3:15][NH:16][CH3:17].C(N(CC)CC)C. Product: [CH3:15][N:16]([CH2:2][C:3]1[CH:10]=[CH:9][CH:6]=[CH:5][C:4]=1[N+:11]([O-:13])=[O:12])[CH3:17]. The catalyst class is: 2.